Dataset: Full USPTO retrosynthesis dataset with 1.9M reactions from patents (1976-2016). Task: Predict the reactants needed to synthesize the given product. (1) Given the product [OH:4][C@@H:3]([CH2:5][OH:6])[CH2:2][N:36]1[CH2:35][CH2:34][C:33]2[C:38](=[CH:39][CH:40]=[C:31]([C:28]3[N:27]=[C:26]([C:21]4[CH:22]=[C:23]([C:24]#[N:25])[C:18]([O:17][CH:15]([CH3:16])[CH3:14])=[N:19][CH:20]=4)[O:30][N:29]=3)[C:32]=2[CH3:41])[CH2:37]1, predict the reactants needed to synthesize it. The reactants are: O=[CH:2][C@H:3]([CH2:5][OH:6])[OH:4].FC(F)(F)C(O)=O.[CH3:14][CH:15]([O:17][C:18]1[C:23]([C:24]#[N:25])=[CH:22][C:21]([C:26]2[O:30][N:29]=[C:28]([C:31]3[C:32]([CH3:41])=[C:33]4[C:38](=[CH:39][CH:40]=3)[CH2:37][NH:36][CH2:35][CH2:34]4)[N:27]=2)=[CH:20][N:19]=1)[CH3:16].C(O[BH-](OC(=O)C)OC(=O)C)(=O)C.[Na+].C(=O)([O-])O.[Na+]. (2) Given the product [CH2:20]([N:6]1[CH:7]=[C:8]([C:10]#[C:11][C:12]2[CH:17]=[CH:16][CH:15]=[C:14]([O:18][CH3:19])[CH:13]=2)[CH:9]=[C:5]1[C:3](=[O:4])[CH2:22][CH3:23])[CH3:21], predict the reactants needed to synthesize it. The reactants are: CN[C:3]([C:5]1[N:6]([CH2:20][CH3:21])[CH:7]=[C:8]([C:10]#[C:11][C:12]2[CH:17]=[CH:16][CH:15]=[C:14]([O:18][CH3:19])[CH:13]=2)[CH:9]=1)=[O:4].[CH3:22][CH2:23][Mg+].[Br-].